From a dataset of Reaction yield outcomes from USPTO patents with 853,638 reactions. Predict the reaction yield, written as a fraction of the theoretical maximum amount of product (1.0 means a 100% yield; for example, 0.34 means a 34% yield). (1) The reactants are [F:1][C:2]1[C:10]([CH3:11])=[CH:9][CH:8]=[CH:7][C:3]=1[C:4]([OH:6])=[O:5].S(Cl)(Cl)=O.[CH3:16]O. No catalyst specified. The product is [F:1][C:2]1[C:10]([CH3:11])=[CH:9][CH:8]=[CH:7][C:3]=1[C:4]([O:6][CH3:16])=[O:5]. The yield is 1.00. (2) The reactants are [CH2:1]([O:3][C:4]([C:6]1[C:7]([CH3:22])=[N:8][N:9]([C:12]2[CH:17]=[C:16]([C:18]([OH:20])=O)[CH:15]=[CH:14][C:13]=2[CH3:21])[C:10]=1[NH2:11])=[O:5])[CH3:2].CCN=C=N[CH2:28][CH2:29][CH2:30][N:31](C)C.C1C=CC2N(O)N=NC=2C=1.C(N(C(C)C)CC)(C)C.C1(N)CC1. The catalyst is CN(C=O)C.CCOC(C)=O.O. The product is [CH2:1]([O:3][C:4]([C:6]1[C:7]([CH3:22])=[N:8][N:9]([C:12]2[CH:17]=[C:16]([C:18](=[O:20])[NH:31][CH:30]3[CH2:28][CH2:29]3)[CH:15]=[CH:14][C:13]=2[CH3:21])[C:10]=1[NH2:11])=[O:5])[CH3:2]. The yield is 0.170. (3) The yield is 0.910. The product is [OH:39][NH:38][C:19]([C:16]1[C:17](=[O:18])[N:12]([CH2:11][CH:10]([O:28][CH3:29])[O:9][CH3:8])[C:13]([C:22]2[CH:27]=[CH:26][CH:25]=[CH:24][CH:23]=2)=[N:14][CH:15]=1)=[O:20]. The catalyst is O1CCCC1. The reactants are C(N(CC)CC)C.[CH3:8][O:9][CH:10]([O:28][CH3:29])[CH2:11][N:12]1[C:17](=[O:18])[C:16]([C:19](O)=[O:20])=[CH:15][N:14]=[C:13]1[C:22]1[CH:27]=[CH:26][CH:25]=[CH:24][CH:23]=1.C(Cl)(=O)OCC(C)C.[NH2:38][OH:39]. (4) The reactants are [NH:1]1[CH:5]=[C:4]([C:6]2[C:7]3[CH:14]=[CH:13][N:12](COCC[Si](C)(C)C)[C:8]=3[N:9]=[CH:10][N:11]=2)[CH:3]=[N:2]1.[C:23](O)(=O)C=CC.[CH2:29]1[CH2:39][CH2:38][N:37]2C(=NCCC2)[CH2:31][CH2:30]1. The catalyst is C(#N)C. The product is [CH3:23][C:30]([N:2]1[CH:3]=[C:4]([C:6]2[C:7]3[CH:14]=[CH:13][NH:12][C:8]=3[N:9]=[CH:10][N:11]=2)[CH:5]=[N:1]1)([CH3:31])[CH2:29][CH2:39][C:38]#[N:37]. The yield is 0.910. (5) The product is [CH3:24][C:21]1[CH:22]=[CH:23][C:18]([C:16]2[N:2]([C:4]3[CH:9]=[C:8]([C:10]#[N:11])[CH:7]=[CH:6][N:5]=3)[N:3]=[CH:14][CH:15]=2)=[CH:19][CH:20]=1. The reactants are Cl.[NH:2]([C:4]1[CH:9]=[C:8]([C:10]#[N:11])[CH:7]=[CH:6][N:5]=1)[NH2:3].CN(C)/[CH:14]=[CH:15]/[C:16]([C:18]1[CH:23]=[CH:22][C:21]([CH3:24])=[CH:20][CH:19]=1)=O. The yield is 0.920. The catalyst is COCCO. (6) The reactants are [Cl:1][C:2]1[CH:7]=[CH:6][C:5]([C:8]([C:10]2[C:14]([C:15]3[C:16]([CH3:22])=[N:17][O:18][C:19]=3[CH2:20][OH:21])=[CH:13][N:12]([CH3:23])[N:11]=2)=[O:9])=[CH:4][CH:3]=1.C(N(CC)CC)C.[CH3:31][S:32](Cl)(=[O:34])=[O:33].C(=O)(O)[O-].[Na+]. The catalyst is C(Cl)Cl. The product is [CH3:31][S:32]([O:21][CH2:20][C:19]1[O:18][N:17]=[C:16]([CH3:22])[C:15]=1[CH:14]1[CH2:13][N:12]([CH3:23])[N:11]=[C:10]1[C:8](=[O:9])[C:5]1[CH:6]=[CH:7][C:2]([Cl:1])=[CH:3][CH:4]=1)(=[O:34])=[O:33]. The yield is 0.560. (7) The reactants are Br[C:2]1[CH:7]=[C:6]([Cl:8])[C:5]([CH3:9])=[CH:4][C:3]=1[F:10].[Cu][C:12]#[N:13]. The catalyst is CN1C(=O)CCC1.[Cu]I. The product is [Cl:8][C:6]1[C:5]([CH3:9])=[CH:4][C:3]([F:10])=[C:2]([CH:7]=1)[C:12]#[N:13]. The yield is 0.450.